This data is from Catalyst prediction with 721,799 reactions and 888 catalyst types from USPTO. The task is: Predict which catalyst facilitates the given reaction. Reactant: [NH2:1][C:2]1[N:6]([CH:7]2[CH2:11][CH2:10][CH2:9][CH2:8]2)[N:5]=[CH:4][C:3]=1[C:12]([NH2:14])=[O:13].[CH:15]1([CH2:21][C:22](OC)=O)[CH2:20][CH2:19][CH2:18][CH2:17][CH2:16]1.C(O)C.[H-].[Na+]. Product: [CH:15]1([CH2:21][C:22]2[NH:14][C:12](=[O:13])[C:3]3[CH:4]=[N:5][N:6]([CH:7]4[CH2:11][CH2:10][CH2:9][CH2:8]4)[C:2]=3[N:1]=2)[CH2:20][CH2:19][CH2:18][CH2:17][CH2:16]1. The catalyst class is: 6.